This data is from Catalyst prediction with 721,799 reactions and 888 catalyst types from USPTO. The task is: Predict which catalyst facilitates the given reaction. (1) The catalyst class is: 16. Product: [CH3:17][C:18]1([CH2:24][C:25]([O:27][CH3:28])=[O:26])[CH2:23][CH2:22][N:21]([C:2]2[CH:7]=[CH:6][C:5]([N+:8]([O-:10])=[O:9])=[CH:4][N:3]=2)[CH2:20][CH2:19]1. Reactant: Cl[C:2]1[CH:7]=[CH:6][C:5]([N+:8]([O-:10])=[O:9])=[CH:4][N:3]=1.C(=O)([O-])[O-].[Na+].[Na+].[CH3:17][C:18]1([CH2:24][C:25]([O:27][CH3:28])=[O:26])[CH2:23][CH2:22][NH:21][CH2:20][CH2:19]1.O. (2) Reactant: [OH:1][CH2:2][CH2:3][CH2:4][Si:5]([C:18]1[CH:23]=[CH:22][CH:21]=[CH:20][CH:19]=1)([C:12]1[CH:17]=[CH:16][CH:15]=[CH:14][CH:13]=1)[C:6]1[CH:11]=[CH:10][CH:9]=[CH:8][CH:7]=1.C(N(CC)CC)C.[C:31](Cl)(=[O:34])[CH:32]=[CH2:33]. Product: [C:31]([O:1][CH2:2][CH2:3][CH2:4][Si:5]([C:18]1[CH:23]=[CH:22][CH:21]=[CH:20][CH:19]=1)([C:6]1[CH:11]=[CH:10][CH:9]=[CH:8][CH:7]=1)[C:12]1[CH:13]=[CH:14][CH:15]=[CH:16][CH:17]=1)(=[O:34])[CH:32]=[CH2:33]. The catalyst class is: 11. (3) Reactant: Br[C:2]1[CH:3]=[C:4]([NH:10][C:11]2[S:12][C:13]([CH3:16])=[N:14][N:15]=2)[C:5](=[O:9])[N:6]([CH3:8])[CH:7]=1.[C:17]([O:20][CH2:21][C:22]1[C:23]([N:37]2[CH2:48][CH2:47][N:46]3[C:39](=[CH:40][C:41]4[CH2:42][C:43]([CH3:50])([CH3:49])[CH2:44][C:45]=43)[C:38]2=[O:51])=[N:24][CH:25]=[CH:26][C:27]=1B1OC(C)(C)C(C)(C)O1)(=[O:19])[CH3:18].[O-]P([O-])([O-])=O.[K+].[K+].[K+].C([O-])(=O)C.[Na+]. Product: [C:17]([O:20][CH2:21][C:22]1[C:23]([N:37]2[CH2:48][CH2:47][N:46]3[C:39](=[CH:40][C:41]4[CH2:42][C:43]([CH3:50])([CH3:49])[CH2:44][C:45]=43)[C:38]2=[O:51])=[N:24][CH:25]=[CH:26][C:27]=1[C:2]1[CH:3]=[C:4]([NH:10][C:11]2[S:12][C:13]([CH3:16])=[N:14][N:15]=2)[C:5](=[O:9])[N:6]([CH3:8])[CH:7]=1)(=[O:19])[CH3:18]. The catalyst class is: 379. (4) Reactant: [C:1]([O:5][C:6]([NH:8][CH2:9][C:10]([OH:12])=O)=[O:7])([CH3:4])([CH3:3])[CH3:2].CCN(C(C)C)C(C)C.CN(C(ON1N=NC2C=CC=CC1=2)=[N+](C)C)C.F[P-](F)(F)(F)(F)F.Cl.[CH3:47][O:48][C:49]1[CH:50]=[C:51]([C:57]2[CH2:66][C:61]3([CH2:65][CH2:64][CH2:63][CH2:62]3)[C:60](=[O:67])[N:59]([CH:68]3[CH2:73][CH2:72][NH:71][CH2:70][CH2:69]3)[N:58]=2)[CH:52]=[CH:53][C:54]=1[O:55][CH3:56].C(=O)(O)[O-].[Na+]. Product: [CH3:47][O:48][C:49]1[CH:50]=[C:51]([C:57]2[CH2:66][C:61]3([CH2:62][CH2:63][CH2:64][CH2:65]3)[C:60](=[O:67])[N:59]([CH:68]3[CH2:69][CH2:70][N:71]([C:10](=[O:12])[CH2:9][NH:8][C:6](=[O:7])[O:5][C:1]([CH3:2])([CH3:3])[CH3:4])[CH2:72][CH2:73]3)[N:58]=2)[CH:52]=[CH:53][C:54]=1[O:55][CH3:56]. The catalyst class is: 2. (5) Reactant: [Br:1][C:2]1[CH:3]=[C:4]([N+:16]([O-:18])=[O:17])[C:5]2[O:9][CH:8]=[C:7]([C:10]([O:12]CC)=[O:11])[C:6]=2[CH:15]=1.[OH-].[Na+]. Product: [Br:1][C:2]1[CH:3]=[C:4]([N+:16]([O-:18])=[O:17])[C:5]2[O:9][CH:8]=[C:7]([C:10]([OH:12])=[O:11])[C:6]=2[CH:15]=1. The catalyst class is: 8. (6) Reactant: [Cl:1][C:2]1[N:3]=[CH:4][N:5]([C:7]2[CH:12]=[CH:11][C:10]([NH:13][C:14]3[N:18]=[C:17]([C:19]4([CH2:25][CH2:26][CH2:27][CH2:28]Cl)[S:24][CH2:23][CH2:22][CH2:21][S:20]4)[NH:16][N:15]=3)=[CH:9][C:8]=2[O:30][CH3:31])[CH:6]=1.C(=O)([O-])[O-].[K+].[K+].[I-].[K+]. Product: [Cl:1][C:2]1[N:3]=[CH:4][N:5]([C:7]2[CH:12]=[CH:11][C:10]([NH:13][C:14]3[N:18]=[C:17]4[C:19]5([CH2:25][CH2:26][CH2:27][CH2:28][N:16]4[N:15]=3)[S:20][CH2:21][CH2:22][CH2:23][S:24]5)=[CH:9][C:8]=2[O:30][CH3:31])[CH:6]=1. The catalyst class is: 3. (7) The catalyst class is: 291. Product: [CH2:1]([O:3][C:4](=[O:29])[CH2:5][C:6]1[N:7]=[C:8]([NH:11][C:12]([NH:14][C:15]2[CH:20]=[CH:19][C:18]([CH3:21])=[CH:17][C:16]=2[C:22]([CH:24]2[CH2:28][CH2:27][CH2:26][CH2:25]2)=[O:23])=[O:13])[S:9][C:10]=1[Br:30])[CH3:2]. Reactant: [CH2:1]([O:3][C:4](=[O:29])[CH2:5][C:6]1[N:7]=[C:8]([NH:11][C:12]([NH:14][C:15]2[CH:20]=[CH:19][C:18]([CH3:21])=[CH:17][C:16]=2[C:22]([CH:24]2[CH2:28][CH2:27][CH2:26][CH2:25]2)=[O:23])=[O:13])[S:9][CH:10]=1)[CH3:2].[Br:30]N1C(=O)CCC1=O. (8) Reactant: [CH:1]1([CH2:4][NH2:5])[CH2:3][CH2:2]1.[N+:6]([C:9]1[CH:10]=[C:11]([S:15](Cl)(=[O:17])=[O:16])[CH:12]=[CH:13][CH:14]=1)([O-:8])=[O:7].C(N(CC)CC)C.O. Product: [N+:6]([C:9]1[CH:10]=[C:11]([S:15]([NH:5][CH2:4][CH:1]2[CH2:3][CH2:2]2)(=[O:17])=[O:16])[CH:12]=[CH:13][CH:14]=1)([O-:8])=[O:7]. The catalyst class is: 12. (9) Reactant: [NH2:1][C:2]1[C:7]([C:8]([NH:10][C@@H:11]([CH3:14])[CH2:12]O)=[O:9])=[C:6]([Cl:15])[N:5]=[CH:4][N:3]=1.O=S(Cl)[Cl:18]. Product: [NH2:1][C:2]1[C:7]([C:8]([NH:10][C@@H:11]([CH3:14])[CH2:12][Cl:18])=[O:9])=[C:6]([Cl:15])[N:5]=[CH:4][N:3]=1. The catalyst class is: 22. (10) The catalyst class is: 31. Product: [NH2:8][C@H:12]([C:13]1[NH:54][C:53]2[CH:52]=[CH:51][C:50]([C:55]3[CH:60]=[CH:59][C:58]([C:61]#[N:62])=[CH:57][C:56]=3[F:63])=[CH:49][C:48]=2[N:47]=1)[C@H:11]([OH:10])[CH3:16]. Reactant: C(OC([N:8]1[C@H:12]([C:13](O)=O)[C@@H:11]([CH3:16])[O:10]C1(C)C)=O)(C)(C)C.C1C=CC2N(O)N=NC=2C=1.CN1CCOCC1.CCN=C=NCCCN(C)C.[NH2:47][C:48]1[CH:49]=[C:50]([C:55]2[CH:60]=[CH:59][C:58]([C:61]#[N:62])=[CH:57][C:56]=2[F:63])[CH:51]=[CH:52][C:53]=1[NH2:54].